Predict the reaction yield, written as a fraction of the theoretical maximum amount of product (1.0 means a 100% yield; for example, 0.34 means a 34% yield). From a dataset of Reaction yield outcomes from USPTO patents with 853,638 reactions. (1) The reactants are [CH:1]1([N:6]2[C:11](=[O:12])[C:10]([C:13]([NH:15][CH2:16][C:17]([O:19]CC)=[O:18])=[O:14])=[C:9]([OH:22])[C:8]([C:23](OC)=[O:24])=[C:7]2[OH:27])[CH2:5][CH2:4][CH2:3][CH2:2]1.[CH2:28]([NH2:32])[CH:29]([CH3:31])[CH3:30].Cl. The catalyst is C(Cl)(Cl)Cl. The product is [CH:1]1([N:6]2[C:7]([OH:27])=[C:8]([C:23]([NH:32][CH2:28][CH:29]([CH3:31])[CH3:30])=[O:24])[C:9]([OH:22])=[C:10]([C:13]([NH:15][CH2:16][C:17]([OH:19])=[O:18])=[O:14])[C:11]2=[O:12])[CH2:5][CH2:4][CH2:3][CH2:2]1. The yield is 0.820. (2) The reactants are [Br:1][C:2]1[O:6][C:5]2[CH:7]=[C:8](Br)[S:9][C:4]=2[CH:3]=1.[C:11]([O:15][C:16]([N:18]1[C:22]([Sn](CCCC)(CCCC)CCCC)=[CH:21][N:20]=[C:19]1[C@@H:36]1[CH2:40][CH2:39][CH2:38][N:37]1[C:41]([O:43][C:44]([CH3:47])([CH3:46])[CH3:45])=[O:42])=[O:17])([CH3:14])([CH3:13])[CH3:12].C(OC(N1CCC[C@H]1C1NC(C2SC3C=C(C4C=CC(C5NC([C@@H]6CCCN6C(=O)[C@@H](NC(OC)=O)C(C)C)=NC=5)=CC=4)SC=3C=2)=CN=1)=O)(C)(C)C. No catalyst specified. The product is [C:11]([O:15][C:16]([N:18]1[CH:22]=[C:21]([C:8]2[S:9][C:4]3[CH:3]=[C:2]([Br:1])[O:6][C:5]=3[CH:7]=2)[N:20]=[C:19]1[C@@H:36]1[CH2:40][CH2:39][CH2:38][N:37]1[C:41]([O:43][C:44]([CH3:47])([CH3:46])[CH3:45])=[O:42])=[O:17])([CH3:14])([CH3:13])[CH3:12]. The yield is 0.160. (3) The reactants are [CH2:1]([O:3][C:4](=[O:11])[C:5]#[C:6][C:7](O)([CH3:9])[CH3:8])[CH3:2].CCN(S(F)(F)[F:18])CC. The catalyst is ClCCl. The product is [CH2:1]([O:3][C:4](=[O:11])[C:5]#[C:6][C:7]([F:18])([CH3:9])[CH3:8])[CH3:2]. The yield is 1.00. (4) The reactants are [Br:1][C:2]1[CH:7]=[CH:6][C:5]([O:8][CH3:9])=[CH:4][C:3]=1[NH:10][C:11](=[O:15])[CH:12]([CH3:14])[CH3:13].I[CH3:17].[H-].[Na+]. The yield is 0.790. The product is [Br:1][C:2]1[CH:7]=[CH:6][C:5]([O:8][CH3:9])=[CH:4][C:3]=1[N:10]([CH3:17])[C:11](=[O:15])[CH:12]([CH3:13])[CH3:14]. The catalyst is CN(C)C=O.